From a dataset of Peptide-MHC class I binding affinity with 185,985 pairs from IEDB/IMGT. Regression. Given a peptide amino acid sequence and an MHC pseudo amino acid sequence, predict their binding affinity value. This is MHC class I binding data. (1) The peptide sequence is TIILNKIVQL. The MHC is HLA-A02:01 with pseudo-sequence HLA-A02:01. The binding affinity (normalized) is 0.589. (2) The peptide sequence is TLFIDRGSIK. The MHC is HLA-A31:01 with pseudo-sequence HLA-A31:01. The binding affinity (normalized) is 0.169. (3) The peptide sequence is LLDSHYESV. The MHC is HLA-A02:01 with pseudo-sequence HLA-A02:01. The binding affinity (normalized) is 0.708.